This data is from Full USPTO retrosynthesis dataset with 1.9M reactions from patents (1976-2016). The task is: Predict the reactants needed to synthesize the given product. (1) Given the product [S:29]1[CH:33]=[CH:32][CH:31]=[C:30]1[S:34]([N:11]1[C:12]2[C:8](=[C:7]3[CH2:1][NH:2][CH2:3][CH2:4][O:5][C:6]3=[CH:14][CH:13]=2)[CH:9]=[CH:10]1)(=[O:36])=[O:35], predict the reactants needed to synthesize it. The reactants are: [CH2:1]1[C:7]2=[C:8]3[C:12](=[CH:13][CH:14]=[C:6]2[O:5][CH2:4][CH2:3][N:2]1C(OC(C)(C)C)=O)[NH:11][CH:10]=[CH:9]3.[H-].[Na+].CN(C=O)C.[S:29]1[CH:33]=[CH:32][CH:31]=[C:30]1[S:34](Cl)(=[O:36])=[O:35]. (2) The reactants are: Cl.CN(C)CCCN=C=NCC.O.ON1C2C=CC=CC=2N=N1.[C:24]([O:28][C:29]([N:31]1[CH2:36][CH2:35][CH:34](C(O)=O)[CH2:33][CH:32]1[CH3:40])=[O:30])([CH3:27])([CH3:26])[CH3:25].N[C@H](CC1C=CC2C(=CC=CC=2)C=1)C(N(C)[C@@H](C1ON=C(C)N=1)CC1C=CC2C(=CC=CC=2)C=1)=O.FC(F)(F)C([O-])=O.C(N(C(C)C)CC)(C)C. Given the product [C:24]([O:28][C:29]([N:31]1[CH2:36][CH2:35][CH2:34][CH2:33][CH:32]1[CH3:40])=[O:30])([CH3:27])([CH3:25])[CH3:26], predict the reactants needed to synthesize it. (3) Given the product [CH:27]1([N:30]([CH:61]2[CH2:66][CH2:65][N:64]([CH3:67])[CH2:63][CH2:62]2)[C:31]([N:33]2[CH:37]([C:38]3[CH:43]=[CH:42][CH:41]=[C:40]([OH:44])[CH:39]=3)[CH:36]3[CH2:52][O:53][C:54]4[CH:55]=[CH:56][C:57]([F:60])=[CH:58][C:59]=4[C:35]3=[N:34]2)=[O:32])[CH2:28][CH2:29]1, predict the reactants needed to synthesize it. The reactants are: CN(C)C(N1C(C2C=CC=C(O)C=2)C2COC3C=CC(F)=CC=3C2=N1)=O.[CH:27]1([N:30]([CH:61]2[CH2:66][CH2:65][N:64]([CH3:67])[CH2:63][CH2:62]2)[C:31]([N:33]2[CH:37]([C:38]3[CH:43]=[CH:42][CH:41]=[C:40]([O:44]CC4C=CC=CC=4)[CH:39]=3)[CH:36]3[CH2:52][O:53][C:54]4[CH:55]=[CH:56][C:57]([F:60])=[CH:58][C:59]=4[C:35]3=[N:34]2)=[O:32])[CH2:29][CH2:28]1. (4) Given the product [Cl:1][C:2]1[C:3]([C:17]2[CH:16]=[CH:15][CH:14]=[C:13]([F:12])[CH:18]=2)=[N:4][CH:5]=[C:6]([CH:10]=1)[C:7]([OH:9])=[O:8], predict the reactants needed to synthesize it. The reactants are: [Cl:1][C:2]1[C:3](Cl)=[N:4][CH:5]=[C:6]([CH:10]=1)[C:7]([OH:9])=[O:8].[F:12][C:13]1[CH:14]=[C:15](B(O)O)[CH:16]=[CH:17][CH:18]=1.CN(C=O)C.C([O-])([O-])=O.[Cs+].[Cs+]. (5) Given the product [F:1][C:2]1[CH:7]=[CH:6][C:5]([N:8]2[C:12]([C:13]([O:15][CH2:16][CH3:17])=[O:14])=[C:11]([CH3:30])[N:10]=[C:9]2[S:18][CH2:19][C:20]2[C:25]([F:26])=[CH:24][CH:23]=[C:22]([F:27])[C:21]=2[F:28])=[CH:4][CH:3]=1, predict the reactants needed to synthesize it. The reactants are: [F:1][C:2]1[CH:7]=[CH:6][C:5]([N:8]2[C:12]([C:13]([O:15][CH2:16][CH3:17])=[O:14])=[CH:11][N:10]=[C:9]2[S:18][CH2:19][C:20]2[C:25]([F:26])=[CH:24][CH:23]=[C:22]([F:27])[C:21]=2[F:28])=[CH:4][CH:3]=1.F[C:30]1C=CC(N2C(C(OCC)=O)=C(C)N=C2S)=CC=1.FC1C(F)=CC=C(F)C=1CBr.C(=O)([O-])[O-].[K+].[K+]. (6) Given the product [CH:1]([N:4]1[C:8]([C:9]2[N:10]=[C:11]3[C:17]4[CH:18]=[C:19]([C:22]([NH2:27])=[O:23])[CH:20]=[CH:21][C:16]=4[O:15][CH2:14][CH2:13][N:12]3[CH:25]=2)=[N:7][CH:6]=[N:5]1)([CH3:2])[CH3:3], predict the reactants needed to synthesize it. The reactants are: [CH:1]([N:4]1[C:8]([C:9]2[N:10]=[C:11]3[C:17]4[CH:18]=[C:19]([C:22](O)=[O:23])[CH:20]=[CH:21][C:16]=4[O:15][CH2:14][CH2:13][N:12]3[CH:25]=2)=[N:7][CH:6]=[N:5]1)([CH3:3])[CH3:2].C[N:27](C)C=O.C(N(CC)C(C)C)(C)C.F[P-](F)(F)(F)(F)F.C[N+](C)=C(N(C)C)ON1C2N=CC=CC=2N=N1. (7) Given the product [F:10][C:8]1[CH:9]=[C:2]([CH:12]=[CH2:13])[CH:3]=[C:4]([F:11])[C:5]=1[C:6]#[N:7], predict the reactants needed to synthesize it. The reactants are: Br[C:2]1[CH:9]=[C:8]([F:10])[C:5]([C:6]#[N:7])=[C:4]([F:11])[CH:3]=1.[CH:12](C1C=CC(C#N)=C(OC)C=1C)=[CH2:13]. (8) Given the product [Cl:24][C:20]1[C:17]([CH:18]=[O:19])=[C:16]([N:2]2[CH:3]=[CH:4][C:5]3[N:13]4[C:8]([CH2:9][CH2:10][CH2:11][CH2:12]4)=[CH:7][C:6]=3[C:1]2=[O:14])[N:23]=[CH:22][CH:21]=1, predict the reactants needed to synthesize it. The reactants are: [C:1]1(=[O:14])[C:6]2[CH:7]=[C:8]3[N:13]([C:5]=2[CH:4]=[CH:3][NH:2]1)[CH2:12][CH2:11][CH2:10][CH2:9]3.Br[C:16]1[N:23]=[CH:22][CH:21]=[C:20]([Cl:24])[C:17]=1[CH:18]=[O:19].COC1C2C(=C3C(=CC=2)C(OC)=CC=N3)N=CC=1.C([O-])([O-])=O.[K+].[K+].